From a dataset of Merck oncology drug combination screen with 23,052 pairs across 39 cell lines. Regression. Given two drug SMILES strings and cell line genomic features, predict the synergy score measuring deviation from expected non-interaction effect. (1) Drug 1: CC1CC2C3CCC4=CC(=O)C=CC4(C)C3(F)C(O)CC2(C)C1(O)C(=O)CO. Drug 2: CCc1cnn2c(NCc3ccc[n+]([O-])c3)cc(N3CCCCC3CCO)nc12. Cell line: CAOV3. Synergy scores: synergy=1.73. (2) Drug 1: COC12C(COC(N)=O)C3=C(C(=O)C(C)=C(N)C3=O)N1CC1NC12. Drug 2: NC1(c2ccc(-c3nc4ccn5c(=O)[nH]nc5c4cc3-c3ccccc3)cc2)CCC1. Cell line: OVCAR3. Synergy scores: synergy=10.5. (3) Synergy scores: synergy=8.00. Cell line: A2780. Drug 2: Cn1cc(-c2cnn3c(N)c(Br)c(C4CCCNC4)nc23)cn1. Drug 1: CC1(c2nc3c(C(N)=O)cccc3[nH]2)CCCN1. (4) Synergy scores: synergy=14.3. Cell line: OCUBM. Drug 1: CN(Cc1cnc2nc(N)nc(N)c2n1)c1ccc(C(=O)NC(CCC(=O)O)C(=O)O)cc1. Drug 2: Cc1nc(Nc2ncc(C(=O)Nc3c(C)cccc3Cl)s2)cc(N2CCN(CCO)CC2)n1. (5) Drug 1: N.N.O=C(O)C1(C(=O)O)CCC1.[Pt]. Drug 2: Cn1cc(-c2cnn3c(N)c(Br)c(C4CCCNC4)nc23)cn1. Cell line: SW620. Synergy scores: synergy=-3.85.